From a dataset of Reaction yield outcomes from USPTO patents with 853,638 reactions. Predict the reaction yield, written as a fraction of the theoretical maximum amount of product (1.0 means a 100% yield; for example, 0.34 means a 34% yield). The reactants are C(=CC(C=CC1C=CC=CC=1)=O)C1C=CC=CC=1.FC(F)(F)S([O:24][C:25]1[CH:38]=[CH:37][C:28]2[C@H:29]([CH2:32][C:33]([O:35]C)=[O:34])[CH2:30][O:31][C:27]=2[CH:26]=1)(=O)=O.[CH3:41][C:42]1[CH:47]=[C:46]([O:48][CH2:49][CH2:50][CH2:51][S:52]([CH3:55])(=[O:54])=[O:53])[CH:45]=[C:44]([CH3:56])[C:43]=1[C:57]1[CH:62]=[CH:61][CH:60]=[C:59]([CH2:63]O)[CH:58]=1.C(=O)([O-])[O-].[Cs+].[Cs+]. The catalyst is C1(C)C=CC=CC=1.COCCOC.C1C=CC(/C=C/C(/C=C/C2C=CC=CC=2)=O)=CC=1.C1C=CC(/C=C/C(/C=C/C2C=CC=CC=2)=O)=CC=1.C1C=CC(/C=C/C(/C=C/C2C=CC=CC=2)=O)=CC=1.[Pd].[Pd]. The product is [CH3:56][C:44]1[CH:45]=[C:46]([O:48][CH2:49][CH2:50][CH2:51][S:52]([CH3:55])(=[O:53])=[O:54])[CH:47]=[C:42]([CH3:41])[C:43]=1[C:57]1[CH:62]=[CH:61][CH:60]=[C:59]([CH2:63][O:24][C:25]2[CH:38]=[CH:37][C:28]3[C:29]([CH2:32][C:33]([OH:35])=[O:34])=[CH:30][O:31][C:27]=3[CH:26]=2)[CH:58]=1. The yield is 0.530.